From a dataset of Forward reaction prediction with 1.9M reactions from USPTO patents (1976-2016). Predict the product of the given reaction. The product is: [CH3:31][O:30][C:24](=[O:25])[C@H:3]([N:2]1[C:5]2[C:10](=[CH:9][C:8]([OH:22])=[CH:7][CH:6]=2)[CH:11]=[CH:12]1)[CH3:4]. Given the reactants C[N:2]1[CH2:12][CH:11](C2C=CC=C(N=C=S)C=2)[C:10]2[CH:9]=[C:8]([OH:22])[C:7](Cl)=[CH:6][C:5]=2[CH2:4][CH2:3]1.[C:24]([OH:30])(C(F)(F)F)=[O:25].[C:31](#N)C, predict the reaction product.